Dataset: Full USPTO retrosynthesis dataset with 1.9M reactions from patents (1976-2016). Task: Predict the reactants needed to synthesize the given product. (1) Given the product [NH2:1][C:4]1[CH:5]=[CH:6][C:7]([O:10][C:11]2[CH:12]=[CH:13][C:14]([C:17]([N:19]3[CH2:20][CH2:21][N:22]([CH2:25][C:26]4[CH:34]=[CH:33][C:32]5[O:31][CH2:30][O:29][C:28]=5[CH:27]=4)[CH2:23][CH2:24]3)=[O:18])=[CH:15][CH:16]=2)=[N:8][CH:9]=1, predict the reactants needed to synthesize it. The reactants are: [N+:1]([C:4]1[CH:5]=[CH:6][C:7]([O:10][C:11]2[CH:16]=[CH:15][C:14]([C:17]([N:19]3[CH2:24][CH2:23][N:22]([CH2:25][C:26]4[CH:34]=[CH:33][C:32]5[O:31][CH2:30][O:29][C:28]=5[CH:27]=4)[CH2:21][CH2:20]3)=[O:18])=[CH:13][CH:12]=2)=[N:8][CH:9]=1)([O-])=O.C(O)C. (2) Given the product [Br:1][C:2]1[CH:3]=[C:4]2[C:9](=[CH:10][CH:11]=1)[N:8]=[CH:7][CH:6]=[C:5]2[S:25][CH2:26][C:30]([O:32][CH2:37][CH3:38])=[O:31], predict the reactants needed to synthesize it. The reactants are: [Br:1][C:2]1[CH:3]=[C:4]2[C:9](=[CH:10][CH:11]=1)[N:8]=[CH:7][CH:6]=[C:5]2Cl.COC1C=C2C(=CC=1)N=CC=C2[S:25][C:26]1([C:30]([OH:32])=[O:31])CCC1.[S-2].[Na+].[Na+].Br[CH2:37][C:38](OCC)=O.C(=O)([O-])[O-].[Cs+].[Cs+]. (3) Given the product [OH:18][C:15]1[CH:16]=[CH:17][C:12](/[CH:11]=[CH:10]/[C:8](=[O:9])/[CH:7]=[CH:6]/[CH2:5][CH2:4][CH2:3][CH2:2][CH3:1])=[CH:13][C:14]=1[O:19][CH3:20], predict the reactants needed to synthesize it. The reactants are: [CH3:1][CH2:2][CH2:3][CH2:4][CH2:5]/[CH:6]=[CH:7]/[C:8]([CH2:10][CH2:11][C:12]1[CH:17]=[CH:16][C:15]([OH:18])=[C:14]([O:19][CH3:20])[CH:13]=1)=[O:9].C(C1C(=O)C(Cl)=C(Cl)C(=O)C=1C#N)#N.O. (4) Given the product [CH3:27][S:24]([C:21]1[CH:22]=[CH:23][C:18]([C@H:10]2[CH2:9][C@@H:8]([C:6]3[O:7][NH:31][C:4](=[O:3])[CH:5]=3)[CH2:13][CH2:12][N:11]2[C:14]([O:16][CH3:17])=[O:15])=[CH:19][CH:20]=1)(=[O:26])=[O:25], predict the reactants needed to synthesize it. The reactants are: C([O:3][C:4](=O)[CH2:5][C:6]([C@H:8]1[CH2:13][CH2:12][N:11]([C:14]([O:16][CH3:17])=[O:15])[C@@H:10]([C:18]2[CH:23]=[CH:22][C:21]([S:24]([CH3:27])(=[O:26])=[O:25])=[CH:20][CH:19]=2)[CH2:9]1)=[O:7])C.[OH-].[Na+].[NH2:31]O.Cl. (5) Given the product [C:6]([O:10][C:11]([N:13]1[CH2:17][C@H:16]([S:39][C:33]2[C:34]([Cl:38])=[CH:35][CH:36]=[CH:37][C:32]=2[Cl:31])[CH2:15][C@H:14]1[C:23](=[O:30])[NH:24][C:25]1([C:28]#[N:29])[CH2:27][CH2:26]1)=[O:12])([CH3:8])([CH3:9])[CH3:7], predict the reactants needed to synthesize it. The reactants are: S([O-])(=O)(=O)C.[C:6]([O:10][C:11]([N:13]1[CH2:17][C@@H:16](OS(C)(=O)=O)[CH2:15][C@H:14]1[C:23](=[O:30])[NH:24][C:25]1([C:28]#[N:29])[CH2:27][CH2:26]1)=[O:12])([CH3:9])([CH3:8])[CH3:7].[Cl:31][C:32]1[CH:37]=[CH:36][CH:35]=[C:34]([Cl:38])[C:33]=1[SH:39]. (6) Given the product [CH3:1][O:2][C:3]1[CH:11]=[CH:10][CH:9]=[CH:8][C:4]=1[C:5]1[O:6][N:15]=[C:14]([CH2:16][CH2:17][CH2:18][CH2:19][C:20]([O:22][CH3:23])=[O:21])[N:13]=1, predict the reactants needed to synthesize it. The reactants are: [CH3:1][O:2][C:3]1[CH:11]=[CH:10][CH:9]=[CH:8][C:4]=1[C:5](Cl)=[O:6].O[NH:13][C:14]([CH2:16][CH2:17][CH2:18][CH2:19][C:20]([O:22][CH3:23])=[O:21])=[NH:15]. (7) Given the product [CH2:20]([O:19][C:15](=[O:18])[CH2:16][O:14][C:5]1[C:4]([N+:1]([O-:3])=[O:2])=[CH:11][C:8]([CH:9]=[O:10])=[CH:7][C:6]=1[O:12][CH3:13])[CH3:21], predict the reactants needed to synthesize it. The reactants are: [N+:1]([C:4]1[C:5]([OH:14])=[C:6]([O:12][CH3:13])[CH:7]=[C:8]([CH:11]=1)[CH:9]=[O:10])([O-:3])=[O:2].[C:15]([O:19][CH2:20][CH3:21])(=[O:18])[CH2:16]O.C1(P(C2C=CC=CC=2)C2C=CC=CC=2)C=CC=CC=1.N(C(OCC)=O)=NC(OCC)=O. (8) Given the product [F:11][C:12]1[CH:13]=[CH:14][C:15]([OH:21])=[C:16]([C:17]2[O:1][N:2]=[C:3]([C:5]3[CH:10]=[CH:9][CH:8]=[CH:7][N:6]=3)[N:4]=2)[CH:20]=1, predict the reactants needed to synthesize it. The reactants are: [OH:1][NH:2][C:3]([C:5]1[CH:10]=[CH:9][CH:8]=[CH:7][N:6]=1)=[NH:4].[F:11][C:12]1[CH:20]=[C:16]([C:17](O)=O)[C:15]([OH:21])=[CH:14][CH:13]=1.